From a dataset of Full USPTO retrosynthesis dataset with 1.9M reactions from patents (1976-2016). Predict the reactants needed to synthesize the given product. (1) Given the product [CH:28]1([C:31]2[CH:32]=[CH:33][C:34]([O:39][CH2:40][CH3:41])=[C:35]([CH:38]=2)[CH2:36][N:17]2[CH2:18][C:15]3([CH2:26][C:12]([N:9]4[CH2:8][CH2:7][C:6]([CH3:27])([C:4]([O:3][CH2:1][CH3:2])=[O:5])[CH2:11][CH2:10]4)=[N:13][O:14]3)[CH2:16]2)[CH2:29][CH2:30]1, predict the reactants needed to synthesize it. The reactants are: [CH2:1]([O:3][C:4]([C:6]1([CH3:27])[CH2:11][CH2:10][N:9]([C:12]2[CH2:26][C:15]3([CH2:18][N:17](C(OC(C)(C)C)=O)[CH2:16]3)[O:14][N:13]=2)[CH2:8][CH2:7]1)=[O:5])[CH3:2].[CH:28]1([C:31]2[CH:32]=[CH:33][C:34]([O:39][CH2:40][CH3:41])=[C:35]([CH:38]=2)[CH:36]=O)[CH2:30][CH2:29]1. (2) Given the product [ClH:1].[Cl:1][C:2]1[N:7]=[C:6]([CH3:8])[C:5]([CH2:9][Cl:19])=[C:4]([O:11][CH:12]2[CH2:16][CH2:15][CH2:14][CH2:13]2)[CH:3]=1, predict the reactants needed to synthesize it. The reactants are: [Cl:1][C:2]1[N:7]=[C:6]([CH3:8])[C:5]([CH2:9]O)=[C:4]([O:11][CH:12]2[CH2:16][CH2:15][CH2:14][CH2:13]2)[CH:3]=1.S(Cl)([Cl:19])=O. (3) Given the product [CH3:33][N:31]1[CH:32]=[C:28]([CH2:27][N:24]2[CH2:23][CH2:22][N:21]([C:16]3[C:15]([C:5]4[CH:6]=[CH:7][CH:8]=[C:3]([C:2]([F:13])([F:12])[F:1])[CH:4]=4)=[N:20][CH:19]=[CH:18][N:17]=3)[CH2:26][CH2:25]2)[CH:29]=[N:30]1, predict the reactants needed to synthesize it. The reactants are: [F:1][C:2]([F:13])([F:12])[C:3]1[CH:4]=[C:5](B(O)O)[CH:6]=[CH:7][CH:8]=1.Cl[C:15]1[C:16]([N:21]2[CH2:26][CH2:25][N:24]([CH2:27][C:28]3[CH:29]=[N:30][N:31]([CH3:33])[CH:32]=3)[CH2:23][CH2:22]2)=[N:17][CH:18]=[CH:19][N:20]=1.CN(C)C(=O)C.C(=O)([O-])[O-].[K+].[K+]. (4) The reactants are: [CH2:1]([O:3][C:4]([C:6]1[N:7]([C:24]2[CH:29]=[CH:28][C:27]([O:30][CH:31]3[CH2:35][CH2:34][CH2:33][CH2:32]3)=[CH:26][CH:25]=2)[C:8]2[C:13]([CH:14]=1)=[CH:12][C:11](B1OC(C)(C)C(C)(C)O1)=[CH:10][CH:9]=2)=[O:5])[CH3:2].Br[C:37]1[N:42]=[CH:41][C:40]([Br:43])=[CH:39][N:38]=1. Given the product [CH2:1]([O:3][C:4]([C:6]1[N:7]([C:24]2[CH:25]=[CH:26][C:27]([O:30][CH:31]3[CH2:35][CH2:34][CH2:33][CH2:32]3)=[CH:28][CH:29]=2)[C:8]2[C:13]([CH:14]=1)=[CH:12][C:11]([C:37]1[N:42]=[CH:41][C:40]([Br:43])=[CH:39][N:38]=1)=[CH:10][CH:9]=2)=[O:5])[CH3:2], predict the reactants needed to synthesize it. (5) Given the product [NH:14]1[C:15]2[C:11](=[CH:10][CH:9]=[C:8]([NH:7][C:5]([C:4]3[CH:17]=[CH:18][C:19]4[O:20][C:22]([NH:21][C:24]5[CH:29]=[CH:28][CH:27]=[CH:26][C:25]=5[C:30]([F:31])([F:32])[F:33])=[N:1][C:2]=4[CH:3]=3)=[O:6])[CH:16]=2)[CH:12]=[N:13]1, predict the reactants needed to synthesize it. The reactants are: [NH2:1][C:2]1[CH:3]=[C:4]([CH:17]=[CH:18][C:19]=1[OH:20])[C:5]([NH:7][C:8]1[CH:16]=[C:15]2[C:11]([CH:12]=[N:13][NH:14]2)=[CH:10][CH:9]=1)=[O:6].[N:21]([C:24]1[CH:29]=[CH:28][CH:27]=[CH:26][C:25]=1[C:30]([F:33])([F:32])[F:31])=[C:22]=S.CCN(C(C)C)C(C)C. (6) Given the product [CH2:1]([O:3][C:4](=[O:14])[C:5]1[CH:10]=[C:9]([Cl:11])[C:8]([CH3:12])=[C:7]([NH:22][C:20]([O:19][C:15]([CH3:16])([CH3:17])[CH3:18])=[O:21])[C:6]=1[NH:13][C:20]([O:19][C:15]([CH3:18])([CH3:17])[CH3:16])=[O:21])[CH3:2], predict the reactants needed to synthesize it. The reactants are: [CH2:1]([O:3][C:4](=[O:14])[C:5]1[CH:10]=[C:9]([Cl:11])[C:8]([CH3:12])=[CH:7][C:6]=1[NH2:13])[CH3:2].[C:15]([O:19][C:20]([N:22](C(OC(C)(C)C)=O)C1C(Br)=CC(C(F)(F)F)=C(Cl)C=1)=[O:21])([CH3:18])([CH3:17])[CH3:16]. (7) Given the product [F:29][C:30]([F:32])([F:31])[S:6][CH2:9][CH2:10][CH2:11][CH2:12][CH2:13][O:14][C:15]1[CH:20]=[C:19]([S:21][CH2:22][C:23]([F:26])([F:24])[F:25])[C:18]([Cl:27])=[CH:17][C:16]=1[F:28], predict the reactants needed to synthesize it. The reactants are: O1CCCC1.[S:6]([CH2:9][CH2:10][CH2:11][CH2:12][CH2:13][O:14][C:15]1[CH:20]=[C:19]([S:21][CH2:22][C:23]([F:26])([F:25])[F:24])[C:18]([Cl:27])=[CH:17][C:16]=1[F:28])C#N.[F:29][C:30]([Si](C)(C)C)([F:32])[F:31].[F-].C([N+](CCCC)(CCCC)CCCC)CCC. (8) The reactants are: [C:1]1([CH3:17])[CH:6]=[CH:5][CH:4]=[C:3]([N:7]2[C:11]([NH2:12])=[CH:10][C:9]([C:13]([F:16])([F:15])[F:14])=[N:8]2)[CH:2]=1.Cl[C:19]([O:21][C:22]1[CH:27]=[CH:26][CH:25]=[CH:24][CH:23]=1)=[O:20]. Given the product [C:1]1([CH3:17])[CH:6]=[CH:5][CH:4]=[C:3]([N:7]2[C:11]([NH:12][C:19](=[O:20])[O:21][C:22]3[CH:27]=[CH:26][CH:25]=[CH:24][CH:23]=3)=[CH:10][C:9]([C:13]([F:15])([F:14])[F:16])=[N:8]2)[CH:2]=1, predict the reactants needed to synthesize it. (9) Given the product [Cl:29][C:28]1[C:20]([Cl:19])=[CH:21][C:22]2[N:9]([CH2:38][C:37]3[CH:40]=[CH:41][CH:42]=[CH:43][C:36]=3[F:35])[C:24]([CH2:30][C:31]([F:32])([F:33])[F:34])=[N:25][C:26]=2[CH:27]=1, predict the reactants needed to synthesize it. The reactants are: [H-].[Na+].ClC1C2N=C(CC(F)(F)F)[N:9](Cl)C=2C=CC=1.[Cl:19][C:20]1[CH:21]=[C:22]2[C:26](=[CH:27][C:28]=1[Cl:29])[NH:25][C:24]([CH2:30][C:31]([F:34])([F:33])[F:32])=C2.[F:35][C:36]1[CH:43]=[CH:42][CH:41]=[CH:40][C:37]=1[CH2:38]Br.[NH4+].[Cl-]. (10) The reactants are: [CH3:1][C:2]1[C:6](=[O:7])[CH2:5][CH2:4][C:3]=1[NH:8][C:9]1[CH:10]=[C:11]([CH:15]=[CH:16][CH:17]=1)[C:12]([OH:14])=O.CN1CCOCC1.[NH2:25][C:26]1[CH:31]=[CH:30][C:29]([O:32][CH3:33])=[CH:28][CH:27]=1. Given the product [CH3:33][O:32][C:29]1[CH:30]=[CH:31][C:26]([NH:25][C:12](=[O:14])[C:11]2[CH:15]=[CH:16][CH:17]=[C:9]([NH:8][C:3]3[CH2:4][CH2:5][C:6](=[O:7])[C:2]=3[CH3:1])[CH:10]=2)=[CH:27][CH:28]=1, predict the reactants needed to synthesize it.